This data is from Full USPTO retrosynthesis dataset with 1.9M reactions from patents (1976-2016). The task is: Predict the reactants needed to synthesize the given product. (1) Given the product [CH2:1]([O:3][C:4]1[CH:5]=[C:6]([C@H:12]([N:17]2[C:25](=[O:26])[C:24]3[C:19](=[CH:20][CH:21]=[CH:22][C:23]=3[NH:27][C:28](=[O:32])[CH:29]([CH3:31])[CH3:30])[CH2:18]2)[CH2:13][CH2:14][N:15]([CH:33]=[O:34])[OH:16])[CH:7]=[CH:8][C:9]=1[O:10][CH3:11])[CH3:2], predict the reactants needed to synthesize it. The reactants are: [CH2:1]([O:3][C:4]1[CH:5]=[C:6]([CH:12]([N:17]2[C:25](=[O:26])[C:24]3[C:19](=[CH:20][CH:21]=[CH:22][C:23]=3[NH:27][C:28](=[O:32])[CH:29]([CH3:31])[CH3:30])[CH2:18]2)[CH2:13][CH2:14][NH:15][OH:16])[CH:7]=[CH:8][C:9]=1[O:10][CH3:11])[CH3:2].[CH:33](OCC(F)(F)F)=[O:34]. (2) Given the product [OH:29][C@@:22]1([C:20]#[C:21][C:2]2[CH:3]=[C:4]([C:8]3[N:9]=[C:10]([C:17]([NH2:19])=[O:18])[N:11]4[CH:16]=[CH:15][CH:14]=[N:13][C:12]=34)[CH:5]=[CH:6][CH:7]=2)[CH2:26][CH2:25][N:24]([CH3:27])[C:23]1=[O:28], predict the reactants needed to synthesize it. The reactants are: Br[C:2]1[CH:3]=[C:4]([C:8]2[N:9]=[C:10]([C:17]([NH2:19])=[O:18])[N:11]3[CH:16]=[CH:15][CH:14]=[N:13][C:12]=23)[CH:5]=[CH:6][CH:7]=1.[C:20]([C@:22]1([OH:29])[CH2:26][CH2:25][N:24]([CH3:27])[C:23]1=[O:28])#[CH:21]. (3) Given the product [Cl:1][C:2]1[C:8]([Cl:9])=[CH:7][C:5]([OH:6])=[C:4]([O:10][CH3:11])[CH:3]=1, predict the reactants needed to synthesize it. The reactants are: [Cl:1][C:2]1[CH:3]=[C:4]([OH:10])[C:5](=[CH:7][C:8]=1[Cl:9])[OH:6].[C:11](=O)([O-])[O-].[K+].[K+].CI. (4) Given the product [NH2:3][C:4]1[N:13]=[CH:12][C:11]([Br:1])=[CH:10][C:5]=1[C:6]([O:8][CH3:9])=[O:7], predict the reactants needed to synthesize it. The reactants are: [Br:1]Br.[NH2:3][C:4]1[N:13]=[CH:12][CH:11]=[CH:10][C:5]=1[C:6]([O:8][CH3:9])=[O:7].